The task is: Predict the reaction yield, written as a fraction of the theoretical maximum amount of product (1.0 means a 100% yield; for example, 0.34 means a 34% yield).. This data is from Reaction yield outcomes from USPTO patents with 853,638 reactions. The reactants are [C:1]([O:7][C:8]([CH3:11])([CH3:10])[CH3:9])(=[O:6])[CH2:2][C:3]([CH3:5])=O.[I:12][C:13]1[CH:20]=[CH:19][CH:18]=[CH:17][C:14]=1[CH:15]=O.[NH4+:21].[OH-:22]. The catalyst is CCO.C(Cl)Cl. The product is [I:12][C:13]1[CH:20]=[CH:19][CH:18]=[CH:17][C:14]=1[CH:15]1[C:2]([C:1]([O:7][C:8]([CH3:11])([CH3:10])[CH3:9])=[O:6])=[C:3]([CH3:5])[NH:21][C:3]([CH3:5])=[C:2]1[C:1]([O:7][C:8]([CH3:11])([CH3:10])[CH3:9])=[O:22]. The yield is 0.0400.